Dataset: NCI-60 drug combinations with 297,098 pairs across 59 cell lines. Task: Regression. Given two drug SMILES strings and cell line genomic features, predict the synergy score measuring deviation from expected non-interaction effect. (1) Drug 1: CC1=C(C(CCC1)(C)C)C=CC(=CC=CC(=CC(=O)O)C)C. Drug 2: C(CCl)NC(=O)N(CCCl)N=O. Cell line: MDA-MB-435. Synergy scores: CSS=0.836, Synergy_ZIP=-1.41, Synergy_Bliss=-1.01, Synergy_Loewe=-0.856, Synergy_HSA=-0.441. (2) Drug 1: C1CN(CCN1C(=O)CCBr)C(=O)CCBr. Drug 2: CS(=O)(=O)OCCCCOS(=O)(=O)C. Synergy scores: CSS=6.35, Synergy_ZIP=-3.53, Synergy_Bliss=-1.67, Synergy_Loewe=-2.91, Synergy_HSA=-1.11. Cell line: HS 578T.